This data is from Full USPTO retrosynthesis dataset with 1.9M reactions from patents (1976-2016). The task is: Predict the reactants needed to synthesize the given product. (1) Given the product [NH2:14][C@@H:10]([CH2:9][CH2:8][CH2:7][C:4]1[CH:3]=[CH:2][CH:1]=[CH:6][CH:5]=1)[C:11]([OH:13])=[O:12], predict the reactants needed to synthesize it. The reactants are: [CH:1]1[CH:6]=[CH:5][C:4](/[CH:7]=[CH:8]/[CH2:9][C@H:10]([NH2:14])[C:11]([OH:13])=[O:12])=[CH:3][CH:2]=1. (2) Given the product [NH2:22][C@@:8]([C:6]1[C:5]([F:29])=[CH:4][CH:3]=[C:2]([Br:1])[N:7]=1)([CH3:9])[C@@H:10]([F:21])[C@H:11]([OH:16])[C:12]([F:14])([F:13])[F:15], predict the reactants needed to synthesize it. The reactants are: [Br:1][C:2]1[N:7]=[C:6]([C@@:8]([NH:22][S@@](C(C)(C)C)=O)([C@@H:10]([F:21])[C@H:11]([O:16][Si](C)(C)C)[C:12]([F:15])([F:14])[F:13])[CH3:9])[C:5]([F:29])=[CH:4][CH:3]=1.Cl.C([O-])(O)=O.[Na+]. (3) Given the product [NH2:39][C@H:9]([CH2:8][C:5]1[CH:4]=[CH:3][C:2]([Br:1])=[CH:7][CH:6]=1)[C:10]([N:12]1[CH2:13][CH2:14][CH:15]([N:18]2[N:27]=[C:26]([C:28]3[CH:33]=[CH:32][C:31]([O:34][CH3:35])=[C:30]([O:36][CH3:37])[CH:29]=3)[C@@H:25]3[C@@H:20]([CH2:21][CH2:22][CH2:23][CH2:24]3)[C:19]2=[O:38])[CH2:16][CH2:17]1)=[O:11], predict the reactants needed to synthesize it. The reactants are: [Br:1][C:2]1[CH:7]=[CH:6][C:5]([CH2:8][C@@H:9]([NH:39]C(=O)OC(C)(C)C)[C:10]([N:12]2[CH2:17][CH2:16][CH:15]([N:18]3[N:27]=[C:26]([C:28]4[CH:33]=[CH:32][C:31]([O:34][CH3:35])=[C:30]([O:36][CH3:37])[CH:29]=4)[C@@H:25]4[C@@H:20]([CH2:21][CH2:22][CH2:23][CH2:24]4)[C:19]3=[O:38])[CH2:14][CH2:13]2)=[O:11])=[CH:4][CH:3]=1.FC(F)(F)C(O)=O.C(=O)(O)[O-].[Na+]. (4) The reactants are: [CH3:1][C:2]1([CH3:43])[N:6]([CH2:7][CH2:8][CH2:9][CH2:10][CH2:11][CH2:12][CH2:13][CH2:14][CH2:15][S:16]([CH2:18][CH2:19]CC(F)(F)C(F)(F)F)=[O:17])[C:5](=[O:28])[N:4]([C:29]2[CH:34]=[CH:33][C:32]([N+:35]([O-:37])=[O:36])=[C:31]([C:38]([F:41])([F:40])[F:39])[CH:30]=2)[C:3]1=[O:42].CC1(C)N(CCCCCCCCCSCC[C:62]([F:74])([F:73])[C:63]([F:72])([F:71])[C:64]([F:70])([F:69])[C:65]([F:68])([F:67])[F:66])C(=O)N(C2C=CC([N+]([O-])=O)=C(C(F)(F)F)C=2)C1=O. Given the product [CH3:1][C:2]1([CH3:43])[N:6]([CH2:7][CH2:8][CH2:9][CH2:10][CH2:11][CH2:12][CH2:13][CH2:14][CH2:15][S:16]([CH2:18][CH2:19][C:62]([F:74])([F:73])[C:63]([F:71])([F:72])[C:64]([F:69])([F:70])[C:65]([F:68])([F:67])[F:66])=[O:17])[C:5](=[O:28])[N:4]([C:29]2[CH:34]=[CH:33][C:32]([N+:35]([O-:37])=[O:36])=[C:31]([C:38]([F:39])([F:41])[F:40])[CH:30]=2)[C:3]1=[O:42], predict the reactants needed to synthesize it.